Dataset: Full USPTO retrosynthesis dataset with 1.9M reactions from patents (1976-2016). Task: Predict the reactants needed to synthesize the given product. (1) Given the product [CH2:15]([O:17][C:18]1[CH:23]=[CH:22][CH:21]=[CH:20][C:19]=1[C:24]1[NH:25][C:26](=[S:2])[C:27]2[N:32]([CH2:33][CH3:34])[N:31]=[C:30]([CH2:35][CH2:36][CH3:37])[C:28]=2[N:29]=1)[CH3:16], predict the reactants needed to synthesize it. The reactants are: P12(SP3(SP(SP(S3)(S1)=S)(=S)S2)=S)=[S:2].[CH2:15]([O:17][C:18]1[CH:23]=[CH:22][CH:21]=[CH:20][C:19]=1[C:24]1[NH:25][C:26](=O)[C:27]2[N:32]([CH2:33][CH3:34])[N:31]=[C:30]([CH2:35][CH2:36][CH3:37])[C:28]=2[N:29]=1)[CH3:16]. (2) Given the product [NH2:1][C:2]1[C:11]([CH3:12])=[CH:10][C:9]([Br:13])=[CH:8][C:3]=1[C:4]([O:6][CH3:7])=[O:5], predict the reactants needed to synthesize it. The reactants are: [NH2:1][C:2]1[C:11]([CH3:12])=[CH:10][CH:9]=[CH:8][C:3]=1[C:4]([O:6][CH3:7])=[O:5].[BrH:13].OO.OS([O-])=O.[Na+].C([O-])([O-])=O.[Na+].[Na+]. (3) Given the product [C@:1]12([CH3:13])[C:7]([CH3:9])([CH3:8])[CH:4]([CH2:5][CH2:6]1)[CH2:3][CH:2]2[C:10]([O:25][C@@H:21]([C:18]1[CH:19]=[CH:20][C:15]([I:14])=[CH:16][C:17]=1[N+:26]([O-:28])=[O:27])[CH:22]([CH3:24])[CH3:23])=[O:11], predict the reactants needed to synthesize it. The reactants are: [C@:1]12([CH3:13])[C:7]([CH3:9])([CH3:8])[CH:4]([CH2:5][CH2:6]1)[CH2:3][CH:2]2[C:10](Cl)=[O:11].[I:14][C:15]1[CH:20]=[CH:19][C:18]([CH:21]([OH:25])[CH:22]([CH3:24])[CH3:23])=[C:17]([N+:26]([O-:28])=[O:27])[CH:16]=1. (4) Given the product [Cl:18][C:17]1[C:12]([N:9]2[CH2:10][CH2:11][C:3]3[C:2]([NH:27][CH2:26][CH2:25][C:19]4[CH:24]=[CH:23][CH:22]=[CH:21][CH:20]=4)=[N:7][CH:6]=[N:5][C:4]=3[CH2:8]2)=[N:13][CH:14]=[CH:15][CH:16]=1, predict the reactants needed to synthesize it. The reactants are: Cl[C:2]1[C:3]2[CH2:11][CH2:10][N:9]([C:12]3[C:17]([Cl:18])=[CH:16][CH:15]=[CH:14][N:13]=3)[CH2:8][C:4]=2[N:5]=[CH:6][N:7]=1.[C:19]1([CH2:25][CH2:26][NH2:27])[CH:24]=[CH:23][CH:22]=[CH:21][CH:20]=1. (5) The reactants are: [S:1]1[CH:5]=[CH:4][C:3]([CH2:6][C:7]#[N:8])=[CH:2]1.[C:9]1(=O)[CH2:14][CH2:13][CH2:12][CH2:11][CH2:10]1. Given the product [C:9]1(=[C:6]([C:3]2[CH:4]=[CH:5][S:1][CH:2]=2)[C:7]#[N:8])[CH2:14][CH2:13][CH2:12][CH2:11][CH2:10]1, predict the reactants needed to synthesize it.